This data is from Reaction yield outcomes from USPTO patents with 853,638 reactions. The task is: Predict the reaction yield, written as a fraction of the theoretical maximum amount of product (1.0 means a 100% yield; for example, 0.34 means a 34% yield). (1) The reactants are [CH3:1][O:2][C:3]1[CH:12]=[C:11]2[C:6]([N:7]=[CH:8][C:9](=[O:34])[N:10]2[CH2:13][CH2:14][CH2:15][NH:16][C@H:17]2[CH2:21][N:20]([C:22]3[CH:23]=[CH:24][C:25]4[O:30][CH2:29][C:28](=[O:31])[NH:27][C:26]=4[CH:32]=3)[C:19](=[O:33])[CH2:18]2)=[CH:5][CH:4]=1.[ClH:35].O1CCOCC1. The catalyst is ClCCl.C(O)C. The product is [OH2:2].[ClH:35].[CH3:1][O:2][C:3]1[CH:12]=[C:11]2[C:6]([N:7]=[CH:8][C:9](=[O:34])[N:10]2[CH2:13][CH2:14][CH2:15][NH:16][C@H:17]2[CH2:21][N:20]([C:22]3[CH:23]=[CH:24][C:25]4[O:30][CH2:29][C:28](=[O:31])[NH:27][C:26]=4[CH:32]=3)[C:19](=[O:33])[CH2:18]2)=[CH:5][CH:4]=1. The yield is 0.740. (2) The reactants are [OH-].[Li+].[CH3:3][O:4][C:5]1[CH:6]=[CH:7][C:8]([C:30]2[CH:35]=[CH:34][CH:33]=[C:32]([C:36]([F:39])([F:38])[F:37])[CH:31]=2)=[C:9]2[C:13]=1[C:12](=[O:14])[C:11]([CH2:19][C:20]1[CH:25]=[CH:24][C:23]([C:26]([O:28]C)=[O:27])=[CH:22][CH:21]=1)(C(OC)=O)[CH2:10]2. The catalyst is C1COCC1. The product is [CH3:3][O:4][C:5]1[CH:6]=[CH:7][C:8]([C:30]2[CH:35]=[CH:34][CH:33]=[C:32]([C:36]([F:37])([F:39])[F:38])[CH:31]=2)=[C:9]2[C:13]=1[C:12](=[O:14])[CH:11]([CH2:19][C:20]1[CH:25]=[CH:24][C:23]([C:26]([OH:28])=[O:27])=[CH:22][CH:21]=1)[CH2:10]2. The yield is 0.260. (3) The reactants are [C:1]([C:4]1[CH:26]=[CH:25][C:24]([C:27]2[CH:28]=[N:29][C:30]([C:33]([F:36])([F:35])[F:34])=[N:31][CH:32]=2)=[CH:23][C:5]=1[CH2:6]NC([C@@H]1C[C@@H](F)CN1C(OC(C)(C)C)=O)=O)(=[O:3])[NH2:2].F[C:38](F)(F)[C:39]1[CH:40]=NC(B(O)O)=N[CH:44]=1.[C:50](=O)([O-:52])[O-:51].[K+].[K+].O. The catalyst is O1CCOCC1.C1C=CC(P(C2C=CC=CC=2)[C-]2C=CC=C2)=CC=1.C1C=CC(P(C2C=CC=CC=2)[C-]2C=CC=C2)=CC=1.Cl[Pd]Cl.[Fe+2]. The product is [O:3]=[C:1]1[C:4]2[C:5](=[CH:23][C:24]([C:27]3[CH:28]=[N:29][C:30]([C:33]([F:34])([F:36])[F:35])=[N:31][CH:32]=3)=[CH:25][CH:26]=2)[CH2:6][N:2]1[C:50]([O:52][C:39]([CH3:40])([CH3:44])[CH3:38])=[O:51]. The yield is 0.720. (4) The reactants are C[C:2]1([CH3:9])[O:6][C@H:5]([CH2:7][OH:8])[CH2:4][O:3]1.[OH-].[K+].[CH2:12](Br)[CH2:13][CH2:14][CH2:15][CH2:16][CH2:17][CH2:18][CH2:19][CH2:20][CH2:21][CH2:22][CH2:23][CH2:24][CH2:25]CC. The catalyst is C1(C)C=CC=CC=1.ClCCl. The product is [CH2:2]([O:3][CH2:4][C@H:5]([CH2:7][OH:8])[OH:6])[CH2:9][CH2:25][CH2:24][CH2:23][CH2:22][CH2:21][CH2:20][CH2:19][CH2:18][CH2:17][CH2:16][CH2:15][CH2:14][CH2:13][CH3:12]. The yield is 0.760. (5) The reactants are [CH3:1][S-:2].[Na+].[Br:4][C:5]1[CH:6]=[N:7][CH:8]=[C:9](Br)[CH:10]=1. The catalyst is CN(C=O)C.C(OCC)(=O)C. The product is [Br:4][C:5]1[CH:6]=[N:7][CH:8]=[C:9]([S:2][CH3:1])[CH:10]=1. The yield is 0.890. (6) The reactants are FC(F)(F)S(O[C:7]1[CH:16]=[CH:15][C:14]2[NH:13][C:12](=[O:17])[C:11]3[S:18][CH:19]=[CH:20][C:10]=3[C:9]=2[C:8]=1[C:21]1[CH:26]=[CH:25][C:24]([CH2:27][NH:28][C:29]([O:31][C:32]([CH3:35])([CH3:34])[CH3:33])=[O:30])=[CH:23][CH:22]=1)(=O)=O.[CH3:38][N:39](C=O)C. The catalyst is [Cl-].[Zn+2].[Cl-].C1(P(C2C=CC=CC=2)[C-]2C=CC=C2)C=CC=CC=1.[C-]1(P(C2C=CC=CC=2)C2C=CC=CC=2)C=CC=C1.[Fe+2].C1C=CC(/C=C/C(/C=C/C2C=CC=CC=2)=O)=CC=1.C1C=CC(/C=C/C(/C=C/C2C=CC=CC=2)=O)=CC=1.C1C=CC(/C=C/C(/C=C/C2C=CC=CC=2)=O)=CC=1.[Pd].[Pd]. The product is [C:38]([C:7]1[CH:16]=[CH:15][C:14]2[NH:13][C:12](=[O:17])[C:11]3[S:18][CH:19]=[CH:20][C:10]=3[C:9]=2[C:8]=1[C:21]1[CH:26]=[CH:25][C:24]([CH2:27][NH:28][C:29](=[O:30])[O:31][C:32]([CH3:35])([CH3:34])[CH3:33])=[CH:23][CH:22]=1)#[N:39]. The yield is 0.870.